Dataset: Forward reaction prediction with 1.9M reactions from USPTO patents (1976-2016). Task: Predict the product of the given reaction. (1) Given the reactants [N:1]1[CH:6]=[CH:5][CH:4]=[CH:3][C:2]=1[C:7]1[C:8]([C:15]2[C:24]3[C:19](=[CH:20][C:21]([O:25][CH2:26][C:27](Cl)=[O:28])=[CH:22][CH:23]=3)[N:18]=[CH:17][CH:16]=2)=[C:9]2[CH2:14][CH2:13][CH2:12][N:10]2[N:11]=1.[CH3:30][N:31]1[CH2:36][CH2:35][NH:34][CH2:33][CH2:32]1, predict the reaction product. The product is: [CH3:30][N:31]1[CH2:36][CH2:35][N:34]([C:27](=[O:28])[CH2:26][O:25][C:21]2[CH:20]=[C:19]3[C:24]([C:15]([C:8]4[C:7]([C:2]5[CH:3]=[CH:4][CH:5]=[CH:6][N:1]=5)=[N:11][N:10]5[CH2:12][CH2:13][CH2:14][C:9]=45)=[CH:16][CH:17]=[N:18]3)=[CH:23][CH:22]=2)[CH2:33][CH2:32]1. (2) The product is: [Br:13][C:14]1[CH:15]=[N:16][CH:17]=[CH:18][C:19]=1[O:12][C:3]1[CH:4]=[C:5]([F:11])[C:6]([N+:8]([O-:10])=[O:9])=[CH:7][C:2]=1[F:1]. Given the reactants [F:1][C:2]1[CH:7]=[C:6]([N+:8]([O-:10])=[O:9])[C:5]([F:11])=[CH:4][C:3]=1[OH:12].[Br:13][C:14]1[CH:15]=[N:16][CH:17]=[CH:18][C:19]=1Cl, predict the reaction product.